Dataset: Catalyst prediction with 721,799 reactions and 888 catalyst types from USPTO. Task: Predict which catalyst facilitates the given reaction. (1) Reactant: [OH-].[Na+].[O:3]1[CH2:8][CH2:7][CH:6]([C:9]([O:11]C)=[O:10])[CH2:5][CH2:4]1. Product: [O:3]1[CH2:8][CH2:7][CH:6]([C:9]([OH:11])=[O:10])[CH2:5][CH2:4]1. The catalyst class is: 24. (2) Reactant: O=[C:2]([C:6]1[CH:11]=[CH:10][N:9]=[CH:8][CH:7]=1)[CH2:3][C:4]#[N:5].[NH2:12][NH2:13]. Product: [N:9]1[CH:10]=[CH:11][C:6]([C:2]2[NH:13][N:12]=[C:4]([NH2:5])[CH:3]=2)=[CH:7][CH:8]=1. The catalyst class is: 8. (3) Product: [Cl:28][C:12]1[CH:11]=[C:10]([N:9]2[C:4](=[O:3])[NH:5][C:6](=[O:31])[C:7]([C:29]#[N:30])=[N:8]2)[CH:15]=[C:14]([Cl:16])[C:13]=1[S:17][C:18]1[CH:23]=[C:22]([CH:24]([CH3:26])[CH3:25])[C:21](=[O:27])[NH:20][N:19]=1. The catalyst class is: 699. Reactant: C([O:3][C:4](=O)[NH:5][C:6](=[O:31])[C:7]([C:29]#[N:30])=[N:8][NH:9][C:10]1[CH:15]=[C:14]([Cl:16])[C:13]([S:17][C:18]2[CH:23]=[C:22]([CH:24]([CH3:26])[CH3:25])[C:21](=[O:27])[NH:20][N:19]=2)=[C:12]([Cl:28])[CH:11]=1)C.C([O-])(=O)C.[Na+].